Dataset: Forward reaction prediction with 1.9M reactions from USPTO patents (1976-2016). Task: Predict the product of the given reaction. (1) Given the reactants [Cl:1]N1C(=O)CCC1=O.[CH3:9][O:10][C:11]([CH2:13][C:14]1[CH:23]=[C:22]([NH2:24])[CH:21]=[CH:20][C:15]=1[C:16]([O:18][CH3:19])=[O:17])=[O:12].O.COC(CC1C(Cl)=C(N)C=CC=1C(OC)=O)=O, predict the reaction product. The product is: [CH3:9][O:10][C:11]([CH2:13][C:14]1[CH:23]=[C:22]([NH2:24])[C:21]([Cl:1])=[CH:20][C:15]=1[C:16]([O:18][CH3:19])=[O:17])=[O:12]. (2) Given the reactants [N:1]12[CH2:8][CH2:7][CH:4]([CH2:5][CH2:6]1)[CH:3]([NH:9][C:10]([C:12]1[CH:13]=[C:14]([NH2:27])[CH:15]=[C:16]3[O:20][C:19]([C:21]4[CH:26]=[CH:25][CH:24]=[CH:23][CH:22]=4)=[N:18][C:17]=13)=[O:11])[CH2:2]2.N1C=CC=CC=1.[C:34](OC(=O)C)(=[O:36])[CH3:35], predict the reaction product. The product is: [N:1]12[CH2:8][CH2:7][CH:4]([CH2:5][CH2:6]1)[CH:3]([NH:9][C:10]([C:12]1[CH:13]=[C:14]([NH:27][C:34](=[O:36])[CH3:35])[CH:15]=[C:16]3[O:20][C:19]([C:21]4[CH:22]=[CH:23][CH:24]=[CH:25][CH:26]=4)=[N:18][C:17]=13)=[O:11])[CH2:2]2. (3) Given the reactants [CH3:1][O:2][C:3]1[CH:40]=[CH:39][C:6]([O:7][CH:8]([CH2:14][C:15]2[CH:20]=[CH:19][C:18]([O:21][CH2:22][CH2:23][NH:24][C:25](=[O:38])[C:26]3[CH:31]=[CH:30][C:29]([C:32]4[CH:37]=[CH:36][CH:35]=[CH:34][N:33]=4)=[CH:28][CH:27]=3)=[CH:17][CH:16]=2)[C:9]([O:11]CC)=[O:10])=[CH:5][CH:4]=1.[OH-].[Na+], predict the reaction product. The product is: [CH3:1][O:2][C:3]1[CH:40]=[CH:39][C:6]([O:7][CH:8]([CH2:14][C:15]2[CH:16]=[CH:17][C:18]([O:21][CH2:22][CH2:23][NH:24][C:25](=[O:38])[C:26]3[CH:31]=[CH:30][C:29]([C:32]4[CH:37]=[CH:36][CH:35]=[CH:34][N:33]=4)=[CH:28][CH:27]=3)=[CH:19][CH:20]=2)[C:9]([OH:11])=[O:10])=[CH:5][CH:4]=1. (4) Given the reactants [F:1][C:2]1[CH:11]=[C:10]2[C:5]([CH2:6][CH2:7][CH2:8][N:9]2[C:12]([O:14][C:15]([CH3:18])([CH3:17])[CH3:16])=[O:13])=[CH:4][CH:3]=1.[Br:19]N1C(=O)CCC1=O.O, predict the reaction product. The product is: [Br:19][C:3]1[CH:4]=[C:5]2[C:10](=[CH:11][C:2]=1[F:1])[N:9]([C:12]([O:14][C:15]([CH3:18])([CH3:17])[CH3:16])=[O:13])[CH2:8][CH2:7][CH2:6]2. (5) The product is: [CH2:1]([O:8][C:9]1[CH:16]=[CH:15][C:14]([C:20]2[CH:21]=[C:22]([O:25][CH3:26])[CH:23]=[CH:24][C:19]=2[F:18])=[CH:13][C:10]=1[CH:11]=[O:12])[C:2]1[CH:7]=[CH:6][CH:5]=[CH:4][CH:3]=1. Given the reactants [CH2:1]([O:8][C:9]1[CH:16]=[CH:15][C:14](Br)=[CH:13][C:10]=1[CH:11]=[O:12])[C:2]1[CH:7]=[CH:6][CH:5]=[CH:4][CH:3]=1.[F:18][C:19]1[CH:24]=[CH:23][C:22]([O:25][CH3:26])=[CH:21][C:20]=1B(O)O.C1(P(C2CCCCC2)C2C=CC=CC=2C2C(OC)=CC=CC=2OC)CCCCC1.C(=O)([O-])[O-].[Na+].[Na+], predict the reaction product. (6) The product is: [CH3:1][C:2]1[CH:7]=[C:6]([CH3:8])[CH:5]=[C:4]([N+:9]([O-:11])=[O:10])[C:3]=1[N:12]([CH2:19][CH2:20][CH3:21])[C:13](=[O:15])[CH3:14]. Given the reactants [CH3:1][C:2]1[CH:7]=[C:6]([CH3:8])[CH:5]=[C:4]([N+:9]([O-:11])=[O:10])[C:3]=1[NH:12][C:13](=[O:15])[CH3:14].[H-].[Na+].I[CH2:19][CH2:20][CH3:21], predict the reaction product. (7) The product is: [NH2:22][C:23]1[N:28]=[C:27]([N:17]2[C:18]3[CH:19]=[CH:20][CH:21]=[C:13]([C:11]([NH:10][C@H:7]([C:1]4[CH:2]=[CH:3][CH:4]=[CH:5][CH:6]=4)[CH2:8][CH3:9])=[O:12])[C:14]=3[CH:15]=[CH:16]2)[CH:26]=[CH:25][N:24]=1. Given the reactants [C:1]1([C@@H:7]([NH:10][C:11]([C:13]2[C:14]3[CH:15]=[CH:16][NH:17][C:18]=3[CH:19]=[CH:20][CH:21]=2)=[O:12])[CH2:8][CH3:9])[CH:6]=[CH:5][CH:4]=[CH:3][CH:2]=1.[NH2:22][C:23]1[N:28]=[C:27](Cl)[CH:26]=[CH:25][N:24]=1.C(NC1C=C(C=CC=1)CNC(C1C2C=CN(C3C=CN=C(N)N=3)C=2C=CC=1)=O)(=O)C, predict the reaction product. (8) Given the reactants I[C:2]1[CH:3]=[C:4]([CH:7]=[CH:8][CH:9]=1)[C:5]#[N:6].[C:10]1([SH:16])[CH:15]=[CH:14][CH:13]=[CH:12][CH:11]=1.C([O-])([O-])=O.[K+].[K+].C(O)CO, predict the reaction product. The product is: [C:10]1([S:16][C:2]2[CH:9]=[CH:8][CH:7]=[C:4]([C:5]#[N:6])[CH:3]=2)[CH:15]=[CH:14][CH:13]=[CH:12][CH:11]=1. (9) The product is: [C:1]([NH:4][C:5]1[CH:10]=[CH:9][C:8]([O:11][CH2:30][C@@:16]([OH:31])([CH3:15])[C:17]([NH:19][C:20]2[CH:25]=[CH:24][C:23]([N+:26]([O-:28])=[O:27])=[C:22]([CH3:29])[CH:21]=2)=[O:18])=[CH:7][CH:6]=1)(=[O:3])[CH3:2]. Given the reactants [C:1]([NH:4][C:5]1[CH:10]=[CH:9][C:8]([OH:11])=[CH:7][CH:6]=1)(=[O:3])[CH3:2].[H-].[Na+].Br[CH2:15][C@@:16]([OH:31])([CH3:30])[C:17]([NH:19][C:20]1[CH:25]=[CH:24][C:23]([N+:26]([O-:28])=[O:27])=[C:22]([CH3:29])[CH:21]=1)=[O:18], predict the reaction product.